Task: Predict the reactants needed to synthesize the given product.. Dataset: Full USPTO retrosynthesis dataset with 1.9M reactions from patents (1976-2016) (1) Given the product [CH:17]([S:19][C:2]1[C:3]([C:8]#[N:9])=[N:4][CH:5]=[CH:6][CH:7]=1)([CH3:18])[CH3:16], predict the reactants needed to synthesize it. The reactants are: F[C:2]1[C:3]([C:8]#[N:9])=[N:4][CH:5]=[CH:6][CH:7]=1.C([O-])([O-])=O.[K+].[K+].[CH3:16][CH:17]([SH:19])[CH3:18]. (2) The reactants are: [CH:1]1([N:6]2[C:14]3[CH:13]=[CH:12][N:11]=[C:10]([O:15][CH3:16])[C:9]=3[C:8]([C:17]3[CH:22]=[CH:21][C:20]([S:23]([NH2:26])(=[O:25])=[O:24])=[CH:19][CH:18]=3)=[N:7]2)[CH2:5][CH2:4][CH2:3][CH2:2]1.C1C(=O)N([Br:34])C(=O)C1.S([O-])([O-])(=O)=S.[Na+].[Na+]. Given the product [Br:34][C:13]1[C:14]2[N:6]([CH:1]3[CH2:2][CH2:3][CH2:4][CH2:5]3)[N:7]=[C:8]([C:17]3[CH:22]=[CH:21][C:20]([S:23]([NH2:26])(=[O:24])=[O:25])=[CH:19][CH:18]=3)[C:9]=2[C:10]([O:15][CH3:16])=[N:11][CH:12]=1, predict the reactants needed to synthesize it.